This data is from Catalyst prediction with 721,799 reactions and 888 catalyst types from USPTO. The task is: Predict which catalyst facilitates the given reaction. (1) Reactant: [NH:1]([CH:5]([S:11][S:12][CH2:13][C@H:14]([NH2:18])[C:15]([OH:17])=[O:16])[C@H:6]([NH2:10])[C:7]([OH:9])=[O:8])[C:2]([NH2:4])=[NH:3].C1(N=C=NC2CCCCC2)CCCCC1.ON1C(=O)CCC1=O.[NH2:42][CH2:43][CH2:44][CH2:45][N:46]1[CH2:51][CH2:50][N:49]([CH2:52][CH2:53][CH2:54][NH2:55])[CH2:48][CH2:47]1. Product: [NH2:55][CH2:54][CH2:53][CH2:52][N:49]1[CH2:48][CH2:47][N:46]([CH2:45][CH2:44][CH2:43][NH2:42])[CH2:51][CH2:50]1.[NH:1]([CH:5]([S:11][S:12][CH2:13][C@H:14]([NH2:18])[C:15]([OH:17])=[O:16])[C@H:6]([NH2:10])[C:7]([OH:9])=[O:8])[C:2]([NH2:4])=[NH:3]. The catalyst class is: 127. (2) Reactant: [H-].[Na+].[CH2:3]([N:5]([C:9]1[CH:28]=[CH:27][C:12]2[N:13]([CH2:20][CH:21]3[CH2:26][CH2:25][O:24][CH2:23][CH2:22]3)[C:14]([C:16]([OH:19])([CH3:18])[CH3:17])=[N:15][C:11]=2[CH:10]=1)[C:6](=[O:8])[CH3:7])[CH3:4].I[CH2:30]C. Product: [CH2:3]([N:5]([C:9]1[CH:28]=[CH:27][C:12]2[N:13]([CH2:20][CH:21]3[CH2:22][CH2:23][O:24][CH2:25][CH2:26]3)[C:14]([C:16]([O:19][CH3:30])([CH3:18])[CH3:17])=[N:15][C:11]=2[CH:10]=1)[C:6](=[O:8])[CH3:7])[CH3:4]. The catalyst class is: 1. (3) Reactant: [Br:1][C:2]1[C:6]([N+:7]([O-:9])=[O:8])=[C:5](Br)[N:4]([CH2:11][CH2:12][CH2:13][N:14]2[C:18](Br)=[C:17]([N+:20]([O-:22])=[O:21])[C:16]([Br:23])=[N:15]2)[N:3]=1.[CH2:24]([NH2:31])[C:25]1[CH:30]=[CH:29][CH:28]=[CH:27][CH:26]=1.O. Product: [CH2:24]([NH:31][C:18]1[N:14]([CH2:13][CH2:12][CH2:11][N:4]2[C:5]([NH:31][CH2:24][C:25]3[CH:30]=[CH:29][CH:28]=[CH:27][CH:26]=3)=[C:6]([N+:7]([O-:9])=[O:8])[C:2]([Br:1])=[N:3]2)[N:15]=[C:16]([Br:23])[C:17]=1[N+:20]([O-:22])=[O:21])[C:25]1[CH:30]=[CH:29][CH:28]=[CH:27][CH:26]=1. The catalyst class is: 259.